The task is: Predict which catalyst facilitates the given reaction.. This data is from Catalyst prediction with 721,799 reactions and 888 catalyst types from USPTO. (1) Reactant: [C:1]([O:5][C:6]([N:8]1[CH2:17][CH2:16][C:15]2[C:10](=[C:11]([NH:18][CH2:19][C:20]([O:22][CH2:23][CH3:24])=[O:21])[CH:12]=[CH:13][CH:14]=2)[CH2:9]1)=[O:7])([CH3:4])([CH3:3])[CH3:2].[C:25](O[C:25]([C:27]([F:30])([F:29])[F:28])=[O:26])([C:27]([F:30])([F:29])[F:28])=[O:26].C([O-])(O)=O.[Na+]. Product: [C:1]([O:5][C:6]([N:8]1[CH2:17][CH2:16][C:15]2[C:10](=[C:11]([N:18]([CH2:19][C:20]([O:22][CH2:23][CH3:24])=[O:21])[C:25](=[O:26])[C:27]([F:30])([F:29])[F:28])[CH:12]=[CH:13][CH:14]=2)[CH2:9]1)=[O:7])([CH3:4])([CH3:3])[CH3:2]. The catalyst class is: 2. (2) Reactant: [CH2:1]([N:8]1[CH:13]=[CH:12][C:11]([O:14]CC2C=CC=CC=2)=[C:10](I)[C:9]1=[O:23])[C:2]1[CH:7]=[CH:6][CH:5]=[CH:4][CH:3]=1.C(N(CC)CC)C.[C:31]1([C:37]#[C:38][Si:39]([CH3:42])([CH3:41])[CH3:40])[CH:36]=[CH:35][CH:34]=[CH:33][CH:32]=1. Product: [CH2:1]([N:8]1[CH:13]=[CH:12][C:11](=[O:14])[C:10]2[C:37]([C:31]3[CH:32]=[CH:33][CH:34]=[CH:35][CH:36]=3)=[C:38]([Si:39]([CH3:42])([CH3:40])[CH3:41])[O:23][C:9]1=2)[C:2]1[CH:3]=[CH:4][CH:5]=[CH:6][CH:7]=1. The catalyst class is: 745. (3) Reactant: [CH3:1][O:2][C:3]1[N:10]=[C:9]([CH3:11])[CH:8]=[C:7]([CH2:12][CH2:13][CH2:14][CH:15]=[CH2:16])[C:4]=1[C:5]#[N:6].[H-].[H-].[H-].[H-].[Li+].[Al+3]. Product: [CH3:1][O:2][C:3]1[C:4]([CH2:5][NH2:6])=[C:7]([CH2:12][CH2:13][CH2:14][CH:15]=[CH2:16])[CH:8]=[C:9]([CH3:11])[N:10]=1. The catalyst class is: 28. (4) Reactant: [Cl:1]N1C(=O)CCC1=O.[Br:9][C:10]1[CH:18]=[C:17]2[C:13]([C:14]3([CH2:23][CH2:22][CH2:21][CH2:20]3)[C:15](=[O:19])[NH:16]2)=[CH:12][CH:11]=1.C(=O)([O-])O.[Na+]. Product: [Br:9][C:10]1[CH:18]=[C:17]2[C:13]([C:14]3([CH2:23][CH2:22][CH2:21][CH2:20]3)[C:15](=[O:19])[NH:16]2)=[CH:12][C:11]=1[Cl:1]. The catalyst class is: 22. (5) Product: [C:8]([C@@H:6]([C@H:4]([C:3]([O-:12])=[O:11])[OH:5])[OH:7])([O-:10])=[O:9].[Na+:2].[Na+:2].[OH-:1].[Na+:2]. Reactant: [OH-:1].[Na+:2].[C:3]([OH:12])(=[O:11])[C@@H:4]([C@H:6]([C:8]([OH:10])=[O:9])[OH:7])[OH:5]. The catalyst class is: 6. (6) Reactant: [OH-].[Na+].C([O:5][C:6](=[O:16])[CH:7]([OH:15])[C:8]1[C:13]([CH3:14])=[CH:12][CH:11]=[CH:10][N:9]=1)C. Product: [OH:15][CH:7]([C:8]1[C:13]([CH3:14])=[CH:12][CH:11]=[CH:10][N:9]=1)[C:6]([OH:16])=[O:5]. The catalyst class is: 8. (7) Reactant: [C:1]1(=[O:11])[C:9]2[C:4](=[CH:5][CH:6]=[CH:7][CH:8]=2)[C:3](=[O:10])[NH:2]1.C(=O)([O-])[O-].[K+].[K+].[Cl:18][CH2:19][C:20]#[C:21][CH2:22]Cl.O. Product: [Cl:18][CH2:19][C:20]#[C:21][CH2:22][N:2]1[C:3](=[O:10])[C:4]2[C:9](=[CH:8][CH:7]=[CH:6][CH:5]=2)[C:1]1=[O:11]. The catalyst class is: 3. (8) Reactant: C(Cl)(=O)C([Cl:4])=O.[CH2:7]([O:9][CH2:10][C:11]1[N:12]([CH2:24][C:25]2([C:28]([OH:30])=O)[CH2:27][CH2:26]2)[C:13]2[C:22]3[CH:21]=[CH:20][CH:19]=[CH:18][C:17]=3[N:16]=[CH:15][C:14]=2[N:23]=1)[CH3:8]. Product: [CH2:7]([O:9][CH2:10][C:11]1[N:12]([CH2:24][C:25]2([C:28]([Cl:4])=[O:30])[CH2:27][CH2:26]2)[C:13]2[C:22]3[CH:21]=[CH:20][CH:19]=[CH:18][C:17]=3[N:16]=[CH:15][C:14]=2[N:23]=1)[CH3:8]. The catalyst class is: 139. (9) Reactant: [CH2:1]([C:3]1([C:27]2[CH:32]=[CH:31][CH:30]=[CH:29][CH:28]=2)[C:12]2[C:7](=[CH:8][CH:9]=[C:10]([Cl:13])[CH:11]=2)[N:6]([CH2:14][C:15]2[CH:20]=[CH:19][N:18]=[CH:17][CH:16]=2)[C:5](=[O:21])[N:4]1[CH2:22][C:23]([F:26])([F:25])[F:24])[CH3:2].ClC1C=CC=C(C(OO)=[O:41])C=1. Product: [CH2:1]([C:3]1([C:27]2[CH:32]=[CH:31][CH:30]=[CH:29][CH:28]=2)[C:12]2[C:7](=[CH:8][CH:9]=[C:10]([Cl:13])[CH:11]=2)[N:6]([CH2:14][C:15]2[CH:20]=[CH:19][N+:18]([O-:41])=[CH:17][CH:16]=2)[C:5](=[O:21])[N:4]1[CH2:22][C:23]([F:25])([F:26])[F:24])[CH3:2]. The catalyst class is: 2. (10) Reactant: [C:1]([C:3]1[C:8]([F:9])=[CH:7][CH:6]=[CH:5][N:4]=1)#[N:2].[Na].[Cl-:11].[NH4+:12].C(O)(=O)C. Product: [ClH:11].[C:1]([C:3]1[C:8]([F:9])=[CH:7][CH:6]=[CH:5][N:4]=1)(=[NH:12])[NH2:2]. The catalyst class is: 5.